Binary Classification. Given a miRNA mature sequence and a target amino acid sequence, predict their likelihood of interaction. From a dataset of Experimentally validated miRNA-target interactions with 360,000+ pairs, plus equal number of negative samples. (1) The miRNA is hsa-miR-4531 with sequence AUGGAGAAGGCUUCUGA. The protein sequence of the target gene is MTKSYSESGLMGEPQPQGPPSWTDECLSSQDEEHEADKKEDDLETMNAEEDSLRNGGEEEDEDEDLEEEEEEEEEDDDQKPKRRGPKKKKMTKARLERFKLRRMKANARERNRMHGLNAALDNLRKVVPCYSKTQKLSKIETLRLAKNYIWALSEILRSGKSPDLVSFVQTLCKGLSQPTTNLVAGCLQLNPRTFLPEQNQDMPPHLPTASASFPVHPYSYQSPGLPSPPYGTMDSSHVFHVKPPPHAYSAALEPFFESPLTDCTSPSFDGPLSPPLSINGNFSFKHEPSAEFEKNYAFT.... Result: 1 (interaction). (2) The miRNA is dme-miR-313-3p with sequence UAUUGCACUUUUCACAGCCCGA. The protein sequence of the target gene is MLQDSITGIVNSFNLFFPSTMSRPTLMPTCVAFCSILFLTLATGCQAFPKVERRETAQEYAEKEQSQKMNTDDQENISFAPKYMLQQMSSEAPMVLSEGPSEIPLIKVFSVNKESHLPGAGLLHPTSPGVYSSSEPVVSASEQEPGPSLLERMSSEHSLSKVMLTVAVSSPASLNPDQEGPYNSLSTQPIVAAVTDVTHGSLDYLDNQLFAAKSQEAVSLGNSPSSSINTKEPEIIKADAAMGTTVVPGVDSTGDMEPDRERPSEMAADDGQSTTTKYLVTIPNNFLTTEPTAGSILGDA.... Result: 0 (no interaction). (3) The miRNA is hsa-miR-4272 with sequence CAUUCAACUAGUGAUUGU. The protein sequence of the target gene is MGFVKVVKNKAYFKRYQVKFRRRREGKTDYYARKRLVIQDKNKYNTPKYRMIVRVTNRDIICQIAYARIEGDMIVCAAYAHELPKYGVKVGLTNYAAAYCTGLLLARRLLNRFGMDKIYEGQVEVTGDEYNVESIDGQPGAFTCYLDAGLARTTTGNKVFGALKGAVDGGLSIPHSTKRFPGYDSESKEFNAEVHRKHIMGQNVADYMRYLMEEDEDAYKKQFSQYIKNSVTPDMMEEMYKKAHAAIRENPVYEKKPKKEVKKKRWNRPKMSLAQKKDRVAQKKASFLRAQERAAES. Result: 0 (no interaction). (4) The miRNA is ath-miR402 with sequence UUCGAGGCCUAUUAAACCUCUG. The protein sequence of the target gene is MSVRPFESPPPYRPDEFKPNHYAPSNDMYGGEMHVRPMLSQPAYSFYPEDEILHFYKWTSPPGVIRILSMLIIVMCIAIFACVASTLAWDRGYGTGLFGGSLNYPYSGFGYGGGYGGGYGGYGYGYGGYTDPRAAKGFLLAMAAFCFIASLVIFVTSVIRSGMSRTRRYYLIVIIVSAILGIMVFIATIVYIMGVNPTAQASGSMYGSQIYMICNQFYTPGGTGLYVDQYLYHYCVVDPQEAIAIVLGFMIIVAFALIIFFAVKTRRKMDRYDKSNILWDKEHIYDEQPPNVEEWVKNVS.... Result: 0 (no interaction). (5) The miRNA is gga-miR-181a-5p with sequence AACAUUCAACGCUGUCGGUGAGU. The protein sequence of the target gene is MVDGTLLLLLSEALALTQTWAGSHSLKYFHTSVSRPGRGEPRFISVGYVDDTQFVRFDNDAASPRMVPRAPWMEQEGSEYWDRETRSARDTAQIFRVNLRTLRGYYNQSEAGSHTLQWMHGCELGPDGRFLRGYEQFAYDGKDYLTLNEDLRSWTAVDTAAQISEQKSNDASEAEHQRAYLEDTCVEWLHKYLEKGKETLLHLEPPKTHVTHHPISDHEATLRCWALGFYPAEITLTWQQDGEGHTQDTELVETRPAGDGTFQKWAAVVVPSGEEQRYTCHVQHEGLPEPVTLRWKPASQ.... Result: 0 (no interaction). (6) The protein sequence of the target gene is MRAPGRPALRPLPLPPLLLLLLAAPWGRAVPCVSGGLPKPANITFLSINMKNVLQWTPPEGLQGVKVTYTVQYFIYGQKKWLNKSECRNINRTYCDLSAETSDYEHQYYAKVKAIWGTKCSKWAESGRFYPFLETQIGPPEVALTTDEKSISVVLTAPEKWKRNPEDLPVSMQQIYSNLKYNVSVLNTKSNRTWSQCVTNHTLVLTWLEPNTLYCVHVESFVPGPPRRAQPSEKQCARTLKDQSSEFKAKIIFWYVLPVSITVFLFSVMGYSIYRYIHVGKEKHPANLILIYGNEFDKRF.... The miRNA is hsa-miR-200b-5p with sequence CAUCUUACUGGGCAGCAUUGGA. Result: 0 (no interaction).